Dataset: Catalyst prediction with 721,799 reactions and 888 catalyst types from USPTO. Task: Predict which catalyst facilitates the given reaction. (1) Reactant: O[Li].O.[N:4]1[CH:9]=[CH:8][CH:7]=[C:6]([C:10]2[S:14][C:13]([C:15]([O:17]CC)=[O:16])=[CH:12][CH:11]=2)[N:5]=1. Product: [N:4]1[CH:9]=[CH:8][CH:7]=[C:6]([C:10]2[S:14][C:13]([C:15]([OH:17])=[O:16])=[CH:12][CH:11]=2)[N:5]=1. The catalyst class is: 20. (2) Reactant: [N:1]1[C:6]2[NH:7][CH:8]=[CH:9][C:5]=2[C:4]([N:10]2[CH2:17][C:14]3([CH2:16][CH2:15]3)[N:13]([S:18]([NH2:21])(=[O:20])=[O:19])[CH2:12][CH2:11]2)=[N:3][CH:2]=1.[CH3:22][O:23][C:24]1[CH:31]=[CH:30][C:27]([CH:28]=O)=[CH:26][CH:25]=1. Product: [CH3:22][O:23][C:24]1[CH:31]=[CH:30][C:27](/[CH:28]=[N:21]\[S:18]([N:13]2[C:14]3([CH2:16][CH2:15]3)[CH2:17][N:10]([C:4]3[C:5]4[CH:9]=[CH:8][NH:7][C:6]=4[N:1]=[CH:2][N:3]=3)[CH2:11][CH2:12]2)(=[O:20])=[O:19])=[CH:26][CH:25]=1. The catalyst class is: 11. (3) Reactant: [CH:1]1([C:4]2(O)[N:8]([CH2:9][C:10]3[CH:15]=[CH:14][CH:13]=[CH:12][CH:11]=3)[C:7](=[O:16])[CH2:6][CH2:5]2)[CH2:3][CH2:2]1.C([SiH](CC)CC)C.B(F)(F)F.CCOCC. Product: [CH:1]1([CH:4]2[N:8]([CH2:9][C:10]3[CH:11]=[CH:12][CH:13]=[CH:14][CH:15]=3)[C:7](=[O:16])[CH2:6][CH2:5]2)[CH2:2][CH2:3]1. The catalyst class is: 2. (4) Reactant: [Cl:1][C:2]1[CH:3]=[C:4]([CH:6]=[C:7]([Cl:15])[C:8]=1[O:9][CH2:10][C:11]([F:14])([F:13])[F:12])N.N(OCCC(C)C)=O. Product: [Cl:1][C:2]1[CH:3]=[CH:4][CH:6]=[C:7]([Cl:15])[C:8]=1[O:9][CH2:10][C:11]([F:12])([F:13])[F:14]. The catalyst class is: 1. (5) Reactant: [N:1]1[CH:6]=[CH:5][C:4]([C:7]2[C:15]3[C:10](=[N:11][CH:12]=[C:13]([C:16]4[CH:17]=[C:18]([CH:21]=[CH:22][CH:23]=4)[CH:19]=O)[CH:14]=3)[NH:9][CH:8]=2)=[CH:3][CH:2]=1.[C:24]([CH2:26][C:27]([NH2:29])=[O:28])#[N:25].N1CCCCC1. Product: [C:24](/[C:26](=[CH:19]\[C:18]1[CH:21]=[CH:22][CH:23]=[C:16]([C:13]2[CH:14]=[C:15]3[C:7]([C:4]4[CH:5]=[CH:6][N:1]=[CH:2][CH:3]=4)=[CH:8][NH:9][C:10]3=[N:11][CH:12]=2)[CH:17]=1)/[C:27]([NH2:29])=[O:28])#[N:25]. The catalyst class is: 1.